This data is from Full USPTO retrosynthesis dataset with 1.9M reactions from patents (1976-2016). The task is: Predict the reactants needed to synthesize the given product. (1) Given the product [Cl:14][C:15]1[CH:21]=[CH:20][CH:19]=[CH:18][C:16]=1[NH:17][CH2:2][C:3]1[CH:4]=[C:5]([CH:11]=[CH:12][CH:13]=1)[C:6]([O:8][CH2:9][CH3:10])=[O:7], predict the reactants needed to synthesize it. The reactants are: Br[CH2:2][C:3]1[CH:4]=[C:5]([CH:11]=[CH:12][CH:13]=1)[C:6]([O:8][CH2:9][CH3:10])=[O:7].[Cl:14][C:15]1[CH:21]=[CH:20][CH:19]=[CH:18][C:16]=1[NH2:17].C(NC(C)C)(C)C. (2) The reactants are: [CH:1]1([C:5]2[N:6]=[C:7]([CH2:10][CH2:11][C:12]3[CH:34]=[CH:33][N:15]4[C:16](=[O:32])[C:17](/[CH:27]=[CH:28]/[C:29]([OH:31])=[O:30])=[C:18]([N:20]5[CH2:25][CH2:24]C[CH:22]([OH:26])[CH2:21]5)[N:19]=[C:14]4[CH:13]=3)[S:8][CH:9]=2)[CH2:4][CH2:3][CH2:2]1.C1(C2N=C(CCC3C=CN4C(=O)C(/C=C/C(OC(C)(C)C)=O)=C(N5CCOCC5)N=C4C=3)SC=2)CCC1. Given the product [CH:1]1([C:5]2[N:6]=[C:7]([CH2:10][CH2:11][C:12]3[CH:34]=[CH:33][N:15]4[C:16](=[O:32])[C:17](/[CH:27]=[CH:28]/[C:29]([OH:31])=[O:30])=[C:18]([N:20]5[CH2:21][CH2:22][O:26][CH2:24][CH2:25]5)[N:19]=[C:14]4[CH:13]=3)[S:8][CH:9]=2)[CH2:2][CH2:3][CH2:4]1, predict the reactants needed to synthesize it. (3) Given the product [F:40][C:41]([F:47])([F:46])[CH2:42][C:43]([NH:28][C:3]1[C:4]([NH:8][CH2:9][CH:10]2[CH2:11][CH2:12][C:13]3([C:21]4[C:16](=[CH:17][CH:18]=[CH:19][CH:20]=4)[N:15]([S:22]([CH3:25])(=[O:24])=[O:23])[CH2:14]3)[CH2:26][CH2:27]2)=[N:5][CH:6]=[CH:7][C:2]=1[CH3:1])=[O:44], predict the reactants needed to synthesize it. The reactants are: [CH3:1][C:2]1[CH:7]=[CH:6][N:5]=[C:4]([NH:8][CH2:9][CH:10]2[CH2:27][CH2:26][C:13]3([C:21]4[C:16](=[CH:17][CH:18]=[CH:19][CH:20]=4)[N:15]([S:22]([CH3:25])(=[O:24])=[O:23])[CH2:14]3)[CH2:12][CH2:11]2)[C:3]=1[NH2:28].O.ON1C2C=CC=CC=2N=N1.[F:40][C:41]([F:47])([F:46])[CH2:42][C:43](O)=[O:44].CCN(CC)CC.Cl.CN(C)CCCC(N=C=N)C. (4) Given the product [Cl:1][C:2]1[CH:7]=[CH:6][C:5]([N+:11]([O-:13])=[O:12])=[CH:4][C:3]=1[CH2:8][C:9]#[N:10], predict the reactants needed to synthesize it. The reactants are: [Cl:1][C:2]1[CH:7]=[CH:6][CH:5]=[CH:4][C:3]=1[CH2:8][C:9]#[N:10].[N+:11]([O-])([OH:13])=[O:12].